From a dataset of Full USPTO retrosynthesis dataset with 1.9M reactions from patents (1976-2016). Predict the reactants needed to synthesize the given product. (1) Given the product [Br:16][CH:6]1[CH:5]2[O:9][C:8](=[O:10])[CH:3]3[CH2:2][CH:1]1[CH2:7][CH:4]23, predict the reactants needed to synthesize it. The reactants are: [CH:1]12[CH2:7][CH:4]([CH:5]=[CH:6]1)[CH:3]([C:8]([OH:10])=[O:9])[CH2:2]2.C([O-])(O)=O.[Na+].[Br:16]Br. (2) Given the product [CH2:32]([C:19]1[N:18]([CH2:17][CH2:16][CH2:15][C:12]2[CH:13]=[CH:14][C:9]([O:8][C:5]([CH3:7])([CH3:6])[C:4]([OH:34])=[O:3])=[CH:10][CH:11]=2)[C:23](=[O:24])[C:22]2[N:25]([CH3:31])[N:26]=[C:27]([CH2:28][CH2:29][CH3:30])[C:21]=2[N:20]=1)[CH3:33], predict the reactants needed to synthesize it. The reactants are: C([O:3][C:4](=[O:34])[C:5]([O:8][C:9]1[CH:14]=[CH:13][C:12]([CH2:15][CH2:16][CH2:17][N:18]2[C:23](=[O:24])[C:22]3[N:25]([CH3:31])[N:26]=[C:27]([CH2:28][CH2:29][CH3:30])[C:21]=3[N:20]=[C:19]2[CH2:32][CH3:33])=[CH:11][CH:10]=1)([CH3:7])[CH3:6])C.[OH-].[K+]. (3) Given the product [CH3:1][O:2][C:3](=[O:14])[CH2:4][O:5][C:6]1[CH:11]=[CH:10][C:9]([F:12])=[C:8]2[C:7]=1[C:18](=[O:17])[C:19]([CH2:24][C:25]1[CH:30]=[CH:29][CH:28]=[C:27]([S:31]([CH3:34])(=[O:32])=[O:33])[CH:26]=1)=[C:20]([CH2:21][CH3:22])[NH:13]2, predict the reactants needed to synthesize it. The reactants are: [CH3:1][O:2][C:3](=[O:14])[CH2:4][O:5][C:6]1[CH:11]=[CH:10][C:9]([F:12])=[C:8]([NH2:13])[CH:7]=1.C([O:17][C:18](=O)[CH:19]([CH2:24][C:25]1[CH:30]=[CH:29][CH:28]=[C:27]([S:31]([CH3:34])(=[O:33])=[O:32])[CH:26]=1)[C:20](=O)[CH2:21][CH3:22])C.